This data is from Reaction yield outcomes from USPTO patents with 853,638 reactions. The task is: Predict the reaction yield, written as a fraction of the theoretical maximum amount of product (1.0 means a 100% yield; for example, 0.34 means a 34% yield). (1) The reactants are C([O:3][C:4](=[O:41])[CH2:5][CH2:6][CH2:7][O:8][C:9]1[CH:14]=[CH:13][CH:12]=[C:11]([CH2:15][CH2:16][CH2:17][CH2:18][CH2:19][CH2:20][O:21][C:22]2[CH:27]=[C:26]([C:28](=[O:32])[N:29]([CH3:31])[CH3:30])[CH:25]=[C:24](Br)[CH:23]=2)[C:10]=1[CH2:34][CH2:35][C:36]([O:38]CC)=[O:37])C.[F:42][C:43]1[CH:44]=[C:45](B(O)O)[CH:46]=[CH:47][C:48]=1[CH3:49]. No catalyst specified. The product is [C:36]([CH2:35][CH2:34][C:10]1[C:11]([CH2:15][CH2:16][CH2:17][CH2:18][CH2:19][CH2:20][O:21][C:22]2[CH:23]=[C:24]([C:45]3[CH:46]=[CH:47][C:48]([CH3:49])=[C:43]([F:42])[CH:44]=3)[CH:25]=[C:26]([C:28](=[O:32])[N:29]([CH3:30])[CH3:31])[CH:27]=2)=[CH:12][CH:13]=[CH:14][C:9]=1[O:8][CH2:7][CH2:6][CH2:5][C:4]([OH:41])=[O:3])([OH:38])=[O:37]. The yield is 0.300. (2) The reactants are [CH3:1][N:2]1[C:10]2[CH:9]=[C:8]([N:11]3[CH:16]=[CH:15][C:14]([C:17]4[N:18]=[N:19][C:20]([CH3:23])=[CH:21][CH:22]=4)=[CH:13][C:12]3=[O:24])[CH:7]=[CH:6][C:5]=2[C:4]2[CH2:25][N:26](C(OC(C)(C)C)=O)[CH2:27][CH2:28][C:3]1=2.C1(N)C(F)=C(F)C(F)=C(N)C=1F.[ClH:48].Cl. No catalyst specified. The product is [ClH:48].[ClH:48].[CH3:1][N:2]1[C:10]2[CH:9]=[C:8]([N:11]3[CH:16]=[CH:15][C:14]([C:17]4[N:18]=[N:19][C:20]([CH3:23])=[CH:21][CH:22]=4)=[CH:13][C:12]3=[O:24])[CH:7]=[CH:6][C:5]=2[C:4]2[CH2:25][NH:26][CH2:27][CH2:28][C:3]1=2. The yield is 0.330. (3) The reactants are [CH2:1]([NH2:5])[CH:2]([CH3:4])[CH3:3].C[N+]1(C2N=C(OC)N=C(OC)N=2)CCOCC1.[Cl-].[OH:24][CH2:25][CH2:26][C:27]1[CH:35]=[CH:34][C:30]([C:31](O)=[O:32])=[CH:29][CH:28]=1.Cl. The catalyst is C1COCC1.C(OCC)(=O)C. The product is [CH2:1]([NH:5][C:31](=[O:32])[C:30]1[CH:29]=[CH:28][C:27]([CH2:26][CH2:25][OH:24])=[CH:35][CH:34]=1)[CH:2]([CH3:4])[CH3:3]. The yield is 0.596.